Dataset: Full USPTO retrosynthesis dataset with 1.9M reactions from patents (1976-2016). Task: Predict the reactants needed to synthesize the given product. (1) Given the product [Cl:1][C:2]1[CH:7]=[C:6]([C:8]2[C:16]3[C:11](=[N:12][CH:13]=[C:14]([OH:17])[CH:15]=3)[NH:10][CH:9]=2)[CH:5]=[C:4]([NH:27][CH:28]2[CH2:33][CH2:32][CH2:31][CH2:30][CH2:29]2)[N:3]=1, predict the reactants needed to synthesize it. The reactants are: [Cl:1][C:2]1[CH:7]=[C:6]([C:8]2[C:16]3[C:11](=[N:12][CH:13]=[C:14]([OH:17])[CH:15]=3)[N:10](S(C3C=CC=CC=3)(=O)=O)[CH:9]=2)[CH:5]=[C:4]([NH:27][CH:28]2[CH2:33][CH2:32][CH2:31][CH2:30][CH2:29]2)[N:3]=1.[OH-].[Na+]. (2) Given the product [Cl:22][C:23]1[CH:24]=[CH:25][C:26]([OH:36])=[C:27]([C:29]2[N:14]([CH:12]3[CH2:13][N:10]([CH:9]([C:3]4[CH:4]=[CH:5][CH:6]=[CH:7][CH:8]=4)[C:16]4[CH:21]=[CH:20][CH:19]=[CH:18][CH:17]=4)[CH2:11]3)[N:15]=[CH:31][CH:30]=2)[CH:28]=1, predict the reactants needed to synthesize it. The reactants are: Cl.Cl.[C:3]1([CH:9]([C:16]2[CH:21]=[CH:20][CH:19]=[CH:18][CH:17]=2)[N:10]2[CH2:13][CH:12]([NH:14][NH2:15])[CH2:11]2)[CH:8]=[CH:7][CH:6]=[CH:5][CH:4]=1.[Cl:22][C:23]1[CH:24]=[CH:25][C:26]([OH:36])=[C:27]([C:29](=O)/[CH:30]=[CH:31]/N(C)C)[CH:28]=1. (3) Given the product [CH2:1]([O:3][C:4](=[O:29])[CH2:5][C:6]1[CH:11]=[CH:10][C:9]([O:12][CH3:13])=[C:8]([O:14][C:15]2[CH:20]=[CH:19][C:18]([NH:21][C:37](=[O:38])[CH2:36][C:30]3[CH:35]=[CH:34][CH:33]=[CH:32][CH:31]=3)=[CH:17][C:16]=2[CH2:22][N:23]2[CH2:27][CH2:26][O:25][C:24]2=[O:28])[CH:7]=1)[CH3:2], predict the reactants needed to synthesize it. The reactants are: [CH2:1]([O:3][C:4](=[O:29])[CH2:5][C:6]1[CH:11]=[CH:10][C:9]([O:12][CH3:13])=[C:8]([O:14][C:15]2[CH:20]=[CH:19][C:18]([NH2:21])=[CH:17][C:16]=2[CH2:22][N:23]2[CH2:27][CH2:26][O:25][C:24]2=[O:28])[CH:7]=1)[CH3:2].[C:30]1([CH2:36][C:37](Cl)=[O:38])[CH:35]=[CH:34][CH:33]=[CH:32][CH:31]=1. (4) Given the product [CH3:1][O:2][C:3]1([C:6]([N:36]2[CH2:37][C:38]3[CH:43]=[CH:42][C:41]([C:44]([O:46][CH3:47])=[O:45])=[CH:40][C:39]=3[O:33][CH2:34][CH2:35]2)=[O:8])[CH2:4][CH2:5]1, predict the reactants needed to synthesize it. The reactants are: [CH3:1][O:2][C:3]1([C:6]([OH:8])=O)[CH2:5][CH2:4]1.CN(C(ON1N=NC2C=CC=NC1=2)=[N+](C)C)C.F[P-](F)(F)(F)(F)F.[O:33]1[C:39]2[CH:40]=[C:41]([C:44]([O:46][CH3:47])=[O:45])[CH:42]=[CH:43][C:38]=2[CH2:37][NH:36][CH2:35][CH2:34]1.CCN(C(C)C)C(C)C. (5) The reactants are: I[CH2:2][CH:3]1[CH2:8][CH2:7][N:6]([C:9]([O:11][C:12]([CH3:15])([CH3:14])[CH3:13])=[O:10])[CH2:5][CH2:4]1.[C:16]1([C:22]([N:24]2[CH2:29][CH2:28][N:27]([C:30]3[CH:35]=[CH:34][C:33]([OH:36])=[CH:32][CH:31]=3)[CH2:26][CH2:25]2)=[O:23])[CH:21]=[CH:20][CH:19]=[CH:18][CH:17]=1.C(=O)([O-])[O-].[K+].[K+].[I-].[K+].S([O-])([O-])(=O)=S.[Na+].[Na+]. Given the product [C:16]1([C:22]([N:24]2[CH2:29][CH2:28][N:27]([C:30]3[CH:31]=[CH:32][C:33]([O:36][CH2:2][CH:3]4[CH2:8][CH2:7][N:6]([C:9]([O:11][C:12]([CH3:15])([CH3:14])[CH3:13])=[O:10])[CH2:5][CH2:4]4)=[CH:34][CH:35]=3)[CH2:26][CH2:25]2)=[O:23])[CH:17]=[CH:18][CH:19]=[CH:20][CH:21]=1, predict the reactants needed to synthesize it. (6) Given the product [CH3:22][N:23]([CH2:25][C:16]1[S:15][C:14]([NH:17][C:18](=[O:20])[CH3:19])=[N:13][C:12]=1/[CH:11]=[CH:10]\[C:7]1[CH:8]=[CH:9][C:4]([N+:1]([O-:3])=[O:2])=[CH:5][CH:6]=1)[CH3:24], predict the reactants needed to synthesize it. The reactants are: [N+:1]([C:4]1[CH:9]=[CH:8][C:7](/[CH:10]=[CH:11]\[C:12]2[N:13]=[C:14]([NH:17][C:18](=[O:20])[CH3:19])[S:15][CH:16]=2)=[CH:6][CH:5]=1)([O-:3])=[O:2].Cl.[CH3:22][NH:23][CH3:24].[CH2:25]=O.